Dataset: Forward reaction prediction with 1.9M reactions from USPTO patents (1976-2016). Task: Predict the product of the given reaction. (1) Given the reactants [CH3:1][N:2]1[CH2:7][CH2:6][CH:5]([O:8][C:9]2[CH:14]=[C:13]([CH2:15][NH2:16])[CH:12]=[CH:11][N:10]=2)[CH2:4][CH2:3]1.[ClH:17].CCOCC, predict the reaction product. The product is: [ClH:17].[ClH:17].[CH3:1][N:2]1[CH2:3][CH2:4][CH:5]([O:8][C:9]2[CH:14]=[C:13]([CH2:15][NH2:16])[CH:12]=[CH:11][N:10]=2)[CH2:6][CH2:7]1. (2) Given the reactants [O:1]1[CH2:6][CH2:5][N:4]([C:7]2[CH:16]=[C:15]3[C:10]([N:11]=[CH:12][CH:13]=[N:14]3)=[C:9]([O:17][C@@H:18]3[CH2:23][CH2:22][C@H:21]([N:24]4C(=O)C5C(=CC=CC=5)C4=O)[CH2:20][CH2:19]3)[CH:8]=2)[CH2:3][CH2:2]1.NN.CCOCC, predict the reaction product. The product is: [O:1]1[CH2:6][CH2:5][N:4]([C:7]2[CH:16]=[C:15]3[C:10]([N:11]=[CH:12][CH:13]=[N:14]3)=[C:9]([O:17][C@@H:18]3[CH2:23][CH2:22][C@H:21]([NH2:24])[CH2:20][CH2:19]3)[CH:8]=2)[CH2:3][CH2:2]1. (3) Given the reactants [N+](C1C=CC([O:8][C:9]([O:11][CH2:12][CH2:13][C:14]([O:16][C:17]([CH3:20])([CH3:19])[CH3:18])=[O:15])=O)=CC=1)([O-])=O.[Br:23][C:24]1[CH:25]=[C:26]2[C:31](=[C:32]([CH2:35][N:36]([CH3:40])[CH2:37][C:38]#[CH:39])[C:33]=1[OH:34])[O:30][C:29](=[O:41])[CH:28]=[C:27]2[CH2:42][OH:43], predict the reaction product. The product is: [Br:23][C:24]1[CH:25]=[C:26]2[C:31](=[C:32]([CH2:35][N:36]([CH3:40])[CH2:37][C:38]#[CH:39])[C:33]=1[OH:34])[O:30][C:29](=[O:41])[CH:28]=[C:27]2[CH2:42][O:43][C:9]([O:11][CH2:12][CH2:13][C:14]([O:16][C:17]([CH3:20])([CH3:19])[CH3:18])=[O:15])=[O:8].